Task: Predict the reactants needed to synthesize the given product.. Dataset: Full USPTO retrosynthesis dataset with 1.9M reactions from patents (1976-2016) (1) Given the product [Br:13][C:14]1[CH:19]=[N:18][C:17]([O:20][CH3:21])=[C:16]2[N:22]([S:25]([C:28]3[CH:34]=[CH:33][C:31]([CH3:32])=[CH:30][CH:29]=3)(=[O:27])=[O:26])[C:23]([I:43])=[CH:24][C:15]=12, predict the reactants needed to synthesize it. The reactants are: C([Li])CCC.C(NC(C)C)(C)C.[Br:13][C:14]1[CH:19]=[N:18][C:17]([O:20][CH3:21])=[C:16]2[N:22]([S:25]([C:28]3[CH:34]=[CH:33][C:31]([CH3:32])=[CH:30][CH:29]=3)(=[O:27])=[O:26])[CH:23]=[CH:24][C:15]=12.C([N-]C(C)C)(C)C.[Li+].[I:43]I. (2) Given the product [C:1]([O:4][CH:5]([C@@H:7]1[C@:24]2([CH3:25])[C@H:10]([C@H:11]3[C@H:21]([CH2:22][CH2:23]2)[C@:19]2([CH3:20])[C@H:14]([CH2:15][CH2:16][CH2:17][CH2:18]2)[CH2:13][CH2:12]3)[CH2:9][CH2:8]1)[CH3:6])(=[O:3])[CH3:2], predict the reactants needed to synthesize it. The reactants are: [C:1]([O:4][CH:5]([C@@H:7]1[C@:24]2([CH3:25])[C@H:10]([C@H:11]3[C@H:21]([CH2:22][CH2:23]2)[C@:19]2([CH3:20])[C:14](=[CH:15][C@@H:16](O)[CH2:17][CH2:18]2)[CH2:13][CH2:12]3)[CH2:9][CH2:8]1)[CH3:6])(=[O:3])[CH3:2].C1CCCCC1.CCOC(C)=O.